From a dataset of TCR-epitope binding with 47,182 pairs between 192 epitopes and 23,139 TCRs. Binary Classification. Given a T-cell receptor sequence (or CDR3 region) and an epitope sequence, predict whether binding occurs between them. (1) The epitope is ARMILMTHF. The TCR CDR3 sequence is CASRPRYGGAPGELFF. Result: 0 (the TCR does not bind to the epitope). (2) The epitope is SGPLKAEIAQRLED. The TCR CDR3 sequence is CASSISRGRDYGYTF. Result: 1 (the TCR binds to the epitope). (3) The epitope is ATDALMTGY. The TCR CDR3 sequence is CASSQVSGYNEQFF. Result: 0 (the TCR does not bind to the epitope). (4) The epitope is YSEHPTFTSQY. The TCR CDR3 sequence is CASTSWGLQGPTGELFF. Result: 1 (the TCR binds to the epitope). (5) The epitope is PKYVKQNTLKLAT. The TCR CDR3 sequence is CASSEGQDFYEQYF. Result: 0 (the TCR does not bind to the epitope). (6) Result: 1 (the TCR binds to the epitope). The epitope is NLSALGIFST. The TCR CDR3 sequence is CASSPETGIGGQPQHF.